This data is from Retrosynthesis with 50K atom-mapped reactions and 10 reaction types from USPTO. The task is: Predict the reactants needed to synthesize the given product. (1) Given the product O=C(N[C@@H](Cc1ccc(NC(=O)c2c(Cl)cccc2Cl)cc1)C(=O)O)c1ccc(-n2nnnc2NCc2cccc(O)c2)cc1Cl, predict the reactants needed to synthesize it. The reactants are: COC(=O)[C@H](Cc1ccc(NC(=O)c2c(Cl)cccc2Cl)cc1)NC(=O)c1ccc(-n2nnnc2NCc2cccc(O)c2)cc1Cl. (2) Given the product Cc1ccc(NCc2ccc(N(C)C)cc2)cc1O, predict the reactants needed to synthesize it. The reactants are: CN(C)c1ccc(C=O)cc1.Cc1ccc(N)cc1O.